From a dataset of Forward reaction prediction with 1.9M reactions from USPTO patents (1976-2016). Predict the product of the given reaction. (1) Given the reactants [Cl:1][C:2]1[CH:7]=[CH:6][CH:5]=[CH:4][C:3]=1[N:8]1[C:12]([OH:13])=[CH:11][C:10]([CH2:14][C:15]([O:17][CH3:18])=[O:16])=[N:9]1.C(O)(=O)C.[CH3:23][C:24](OCC)(OCC)[O:25][CH2:26][CH3:27], predict the reaction product. The product is: [Cl:1][C:2]1[CH:7]=[CH:6][CH:5]=[CH:4][C:3]=1[N:8]1[C:12](=[O:13])/[C:11](=[C:24](/[O:25][CH2:26][CH3:27])\[CH3:23])/[C:10]([CH2:14][C:15]([O:17][CH3:18])=[O:16])=[N:9]1. (2) Given the reactants Br[C:2]1[CH:9]=[C:8]([CH:10]([CH3:12])[CH3:11])[CH:7]=[CH:6][C:3]=1[CH:4]=O.[CH2:13]1[CH:17]2[CH2:18][NH:19][CH2:20][CH:16]2[CH2:15][N:14]1[C:21]([O:23]C(C)(C)C)=[O:22].[N:28]1([C:34](=[O:36])[CH3:35])[CH2:33][CH2:32][NH:31][CH2:30][CH2:29]1.[CH2:37]1[C:42](=[O:43])[N:41](OC(O[N:41]2[C:42](=[O:43])[CH2:37][CH2:38][C:39]2=[O:40])=O)[C:39](=[O:40])[CH2:38]1, predict the reaction product. The product is: [C:34]([N:28]1[CH2:33][CH2:32][N:31]([C:2]2[CH:9]=[C:8]([CH:10]([CH3:12])[CH3:11])[CH:7]=[CH:6][C:3]=2[CH2:4][N:19]2[CH2:20][CH:16]3[CH2:15][N:14]([C:21]([O:23][N:41]4[C:42](=[O:43])[CH2:37][CH2:38][C:39]4=[O:40])=[O:22])[CH2:13][CH:17]3[CH2:18]2)[CH2:30][CH2:29]1)(=[O:36])[CH3:35]. (3) Given the reactants [Cl:1][C:2]1[CH:7]=[C:6]([C:8]([OH:11])([CH3:10])[CH3:9])[CH:5]=[C:4]([Cl:12])[C:3]=1[NH:13][C:14]1[C:23]2[CH:24]=[CH:25][NH:26][C:27](=[O:28])[C:22]=2[C:21]2[C:16](=[CH:17][CH:18]=[N:19][CH:20]=2)[N:15]=1.C1C(=O)N([Br:36])C(=O)C1, predict the reaction product. The product is: [Br:36][C:24]1[C:23]2[C:14]([NH:13][C:3]3[C:2]([Cl:1])=[CH:7][C:6]([C:8]([OH:11])([CH3:10])[CH3:9])=[CH:5][C:4]=3[Cl:12])=[N:15][C:16]3[C:21]([C:22]=2[C:27](=[O:28])[NH:26][CH:25]=1)=[CH:20][N:19]=[CH:18][CH:17]=3. (4) Given the reactants [Cl:1][C:2]1[N:7]=[N:6][C:5]([NH:8][C:9]2[CH:14]=[CH:13][C:12]([I:15])=[CH:11][C:10]=2[F:16])=[C:4]([C:17]([OH:19])=O)[CH:3]=1.[CH3:20][C:21]1([CH3:29])[O:25][CH:24]([CH2:26][O:27][NH2:28])[CH2:23][O:22]1.C(N(C(C)C)CC)(C)C.C1CN([P+](ON2N=NC3C=CC=CC2=3)(N2CCCC2)N2CCCC2)CC1.F[P-](F)(F)(F)(F)F, predict the reaction product. The product is: [CH3:20][C:21]1([CH3:29])[O:25][CH:24]([CH2:26][O:27][NH:28][C:17]([C:4]2[CH:3]=[C:2]([Cl:1])[N:7]=[N:6][C:5]=2[NH:8][C:9]2[CH:14]=[CH:13][C:12]([I:15])=[CH:11][C:10]=2[F:16])=[O:19])[CH2:23][O:22]1. (5) The product is: [F:26][C:2]([F:1])([F:25])[C:3]1[CH:8]=[CH:7][C:6]([C:9]2[C:17]3[CH2:16][CH2:15][CH:14]([NH:18][S:19]([CH3:22])(=[O:21])=[O:20])[C:13]=3[CH:12]=[N:11][CH:10]=2)=[CH:5][CH:4]=1. Given the reactants [F:1][C:2]([F:26])([F:25])[C:3]1[CH:8]=[CH:7][C:6]([C:9]2[C:17]3[CH2:16][CH2:15][CH:14]([NH:18][S:19]([CH:22]4CC4)(=[O:21])=[O:20])[C:13]=3[CH:12]=[N:11][CH:10]=2)=[CH:5][CH:4]=1.CS(Cl)(=O)=O, predict the reaction product. (6) Given the reactants [CH3:1][O:2][C:3]1[C:8]([O:9][CH3:10])=[C:7]([O:11][CH3:12])[CH:6]=[C:5]([CH3:13])[C:4]=1[CH:14]([C:16]1[C:17]([Cl:27])=[N:18][C:19]([Cl:26])=[CH:20][C:21]=1[C:22]([F:25])([F:24])[F:23])[OH:15], predict the reaction product. The product is: [CH3:1][O:2][C:3]1[C:8]([O:9][CH3:10])=[C:7]([O:11][CH3:12])[CH:6]=[C:5]([CH3:13])[C:4]=1[C:14]([C:16]1[C:17]([Cl:27])=[N:18][C:19]([Cl:26])=[CH:20][C:21]=1[C:22]([F:25])([F:23])[F:24])=[O:15]. (7) Given the reactants [F:1][C:2]1[CH:3]=[C:4]([CH:6]=[CH:7][C:8]=1[F:9])[NH2:5].[N+:10]([C:13]1[CH:20]=[CH:19][C:16]([CH2:17]Br)=[CH:15][CH:14]=1)([O-:12])=[O:11], predict the reaction product. The product is: [F:1][C:2]1[CH:3]=[C:4]([CH:6]=[CH:7][C:8]=1[F:9])[N:5]([CH2:17][C:16]1[CH:19]=[CH:20][C:13]([N+:10]([O-:12])=[O:11])=[CH:14][CH:15]=1)[CH2:17][C:16]1[CH:19]=[CH:20][C:13]([N+:10]([O-:12])=[O:11])=[CH:14][CH:15]=1. (8) Given the reactants C(OC([N:11]1[CH2:16][CH2:15][CH2:14][CH:13]([C:17](=[O:33])[NH:18][C:19]2[CH:24]=[C:23]([C:25]3[CH:30]=[CH:29][CH:28]=[CH:27][C:26]=3[O:31][CH3:32])[N:22]=[CH:21][N:20]=2)[CH2:12]1)=O)C1C=CC=CC=1, predict the reaction product. The product is: [CH3:32][O:31][C:26]1[CH:27]=[CH:28][CH:29]=[CH:30][C:25]=1[C:23]1[N:22]=[CH:21][N:20]=[C:19]([NH:18][C:17]([CH:13]2[CH2:14][CH2:15][CH2:16][NH:11][CH2:12]2)=[O:33])[CH:24]=1.